From a dataset of Peptide-MHC class II binding affinity with 134,281 pairs from IEDB. Regression. Given a peptide amino acid sequence and an MHC pseudo amino acid sequence, predict their binding affinity value. This is MHC class II binding data. (1) The binding affinity (normalized) is 0.122. The peptide sequence is KGGRKPARLIVYPDLGSRVC. The MHC is DRB1_0701 with pseudo-sequence DRB1_0701. (2) The peptide sequence is SSKAATAKAPGLVPK. The MHC is HLA-DQA10101-DQB10501 with pseudo-sequence HLA-DQA10101-DQB10501. The binding affinity (normalized) is 0. (3) The peptide sequence is ALLDPSQGMGPSLIGLAMGD. The MHC is DRB1_0301 with pseudo-sequence DRB1_0301. The binding affinity (normalized) is 0. (4) The peptide sequence is EKVYFAATQFEPLAA. The MHC is HLA-DQA10401-DQB10402 with pseudo-sequence HLA-DQA10401-DQB10402. The binding affinity (normalized) is 0.664. (5) The MHC is DRB1_0101 with pseudo-sequence DRB1_0101. The peptide sequence is DVRISERESNSEALS. The binding affinity (normalized) is 0.433. (6) The peptide sequence is DDCVVRPIDDRFGLA. The MHC is DRB3_0202 with pseudo-sequence DRB3_0202. The binding affinity (normalized) is 0.473. (7) The peptide sequence is AAGAQLLWQLPLLSI. The MHC is DRB1_1602 with pseudo-sequence DRB1_1602. The binding affinity (normalized) is 0.363.